Dataset: Catalyst prediction with 721,799 reactions and 888 catalyst types from USPTO. Task: Predict which catalyst facilitates the given reaction. (1) Product: [N:24]([CH2:2][CH:3]([F:23])[CH2:4][CH2:5][N:6]1[CH:11]=[CH:10][C:9]([NH:12][C:13](=[O:21])[CH2:14][C:15]2[CH:20]=[CH:19][CH:18]=[CH:17][CH:16]=2)=[CH:8][C:7]1=[O:22])=[N+:25]=[N-:26]. The catalyst class is: 3. Reactant: Br[CH2:2][CH:3]([F:23])[CH2:4][CH2:5][N:6]1[CH:11]=[CH:10][C:9]([NH:12][C:13](=[O:21])[CH2:14][C:15]2[CH:20]=[CH:19][CH:18]=[CH:17][CH:16]=2)=[CH:8][C:7]1=[O:22].[N-:24]=[N+:25]=[N-:26].[Na+]. (2) The catalyst class is: 5. Reactant: C([N:8]([CH2:16][C:17]1[CH:43]=[CH:42][C:20]([C:21]([NH:23][C@@H:24]([CH2:28][CH2:29][CH2:30][NH:31][C:32]2[CH:33]=[CH:34][CH:35]=[C:36]3[C:41]=2[N:40]=[CH:39][CH:38]=[CH:37]3)[C:25]([OH:27])=[O:26])=[O:22])=[CH:19][CH:18]=1)[CH2:9][C:10]1[CH:15]=[CH:14][CH:13]=[CH:12][N:11]=1)(OC(C)(C)C)=O.Cl.O1CCOCC1. Product: [N:11]1[CH:12]=[CH:13][CH:14]=[CH:15][C:10]=1[CH2:9][NH:8][CH2:16][C:17]1[CH:18]=[CH:19][C:20]([C:21]([NH:23][C@@H:24]([CH2:28][CH2:29][CH2:30][NH:31][C:32]2[CH:33]=[CH:34][CH:35]=[C:36]3[C:41]=2[N:40]=[CH:39][CH:38]=[CH:37]3)[C:25]([OH:27])=[O:26])=[O:22])=[CH:42][CH:43]=1. (3) Reactant: [F:1][C:2]1[CH:7]=[CH:6][C:5]([C:8]2[O:12][N:11]=[C:10]([CH:13]([OH:15])[CH3:14])[N:9]=2)=[CH:4][CH:3]=1.CC(OI1(OC(C)=O)(OC(C)=O)OC(=O)C2C=CC=CC1=2)=O. The catalyst class is: 2. Product: [F:1][C:2]1[CH:3]=[CH:4][C:5]([C:8]2[O:12][N:11]=[C:10]([C:13](=[O:15])[CH3:14])[N:9]=2)=[CH:6][CH:7]=1. (4) Reactant: C[O:2][C:3]([C:5]1[N:29]([CH:30]([CH2:33][CH3:34])[CH2:31][CH3:32])[C:8]2[N:9]=[C:10]([NH:13][C:14]3[CH:19]=[CH:18][C:17]([N:20]4[CH2:25][CH2:24][N:23](C(=O)C)[CH2:22][CH2:21]4)=[CH:16][CH:15]=3)[N:11]=[CH:12][C:7]=2[CH:6]=1)=[O:4].[Li+].[OH-]. Product: [CH2:31]([CH:30]([N:29]1[C:8]2[N:9]=[C:10]([NH:13][C:14]3[CH:15]=[CH:16][C:17]([N:20]4[CH2:21][CH2:22][NH:23][CH2:24][CH2:25]4)=[CH:18][CH:19]=3)[N:11]=[CH:12][C:7]=2[CH:6]=[C:5]1[C:3]([OH:4])=[O:2])[CH2:33][CH3:34])[CH3:32]. The catalyst class is: 1.